Dataset: Catalyst prediction with 721,799 reactions and 888 catalyst types from USPTO. Task: Predict which catalyst facilitates the given reaction. Reactant: [NH2:1][C:2]1[CH:3]=[C:4]([CH:17]=[CH:18][C:19]=1[F:20])[CH2:5][C:6]1[C:15]2[C:10](=[CH:11][CH:12]=[CH:13][CH:14]=2)[C:9](=[O:16])[NH:8][N:7]=1.[CH2:21]([CH:28]1[CH2:32][C:31](=[O:33])[O:30][C:29]1=[O:34])[C:22]1[CH:27]=[CH:26][CH:25]=[CH:24][CH:23]=1. Product: [CH2:21]([CH:28]([CH2:32][C:31]([NH:1][C:2]1[CH:3]=[C:4]([CH2:5][C:6]2[C:15]3[C:10](=[CH:11][CH:12]=[CH:13][CH:14]=3)[C:9](=[O:16])[NH:8][N:7]=2)[CH:17]=[CH:18][C:19]=1[F:20])=[O:33])[C:29]([OH:34])=[O:30])[C:22]1[CH:27]=[CH:26][CH:25]=[CH:24][CH:23]=1. The catalyst class is: 11.